From a dataset of Full USPTO retrosynthesis dataset with 1.9M reactions from patents (1976-2016). Predict the reactants needed to synthesize the given product. (1) Given the product [Cl:25][C:20]1[CH:21]=[CH:22][CH:23]=[CH:24][C:19]=1[CH:8]([C:3]1[CH:4]=[CH:5][CH:6]=[CH:7][C:2]=1[Cl:1])[C:9]1[S:13][C:12]([C:14]([OH:16])=[O:15])=[CH:11][CH:10]=1, predict the reactants needed to synthesize it. The reactants are: [Cl:1][C:2]1[CH:7]=[CH:6][CH:5]=[CH:4][C:3]=1[CH:8]([C:19]1[CH:24]=[CH:23][CH:22]=[CH:21][C:20]=1[Cl:25])[C:9]1[S:13][C:12]([C:14]([O:16]CC)=[O:15])=[CH:11][CH:10]=1.[OH-].[Na+]. (2) Given the product [Cl:25][C:19]1[CH:18]=[C:17]([C:10]2([C:13]([F:16])([F:15])[F:14])[CH2:11][CH2:12][NH:8][CH2:9]2)[CH:22]=[C:21]([Cl:23])[C:20]=1[Cl:24], predict the reactants needed to synthesize it. The reactants are: C([N:8]1[CH2:12][CH2:11][C:10]([C:17]2[CH:22]=[C:21]([Cl:23])[C:20]([Cl:24])=[C:19]([Cl:25])[CH:18]=2)([C:13]([F:16])([F:15])[F:14])[CH2:9]1)C1C=CC=CC=1.ClC(OC(Cl)C)=O.O. (3) Given the product [Br:14][C:12]1[C:11]([CH3:15])=[C:7]([C:6]([OH:16])=[C:5]([C:1]([CH3:2])([CH3:3])[CH3:4])[CH:13]=1)[C:8]([NH:20][C:19]1[CH:21]=[C:22]([C:25]([F:26])([F:27])[F:28])[CH:23]=[CH:24][C:18]=1[Cl:17])=[O:10], predict the reactants needed to synthesize it. The reactants are: [C:1]([C:5]1[CH:13]=[C:12]([Br:14])[C:11]([CH3:15])=[C:7]([C:8]([OH:10])=O)[C:6]=1[OH:16])([CH3:4])([CH3:3])[CH3:2].[Cl:17][C:18]1[CH:24]=[CH:23][C:22]([C:25]([F:28])([F:27])[F:26])=[CH:21][C:19]=1[NH2:20]. (4) Given the product [ClH:21].[ClH:31].[N:1]1([CH:7]2[CH2:12][CH2:11][N:10]([CH2:13][CH:14]([C:23]3([OH:29])[CH2:28][CH2:27][CH2:26][CH2:25][CH2:24]3)[C:15]3[CH:20]=[CH:19][C:18]([Cl:21])=[C:17]([Cl:22])[CH:16]=3)[CH2:9][CH2:8]2)[CH2:6][CH2:5][CH2:4][CH2:3][CH2:2]1, predict the reactants needed to synthesize it. The reactants are: [N:1]1([CH:7]2[CH2:12][CH2:11][N:10]([C:13](=O)[CH:14]([C:23]3([OH:29])[CH2:28][CH2:27][CH2:26][CH2:25][CH2:24]3)[C:15]3[CH:20]=[CH:19][C:18]([Cl:21])=[C:17]([Cl:22])[CH:16]=3)[CH2:9][CH2:8]2)[CH2:6][CH2:5][CH2:4][CH2:3][CH2:2]1.[ClH:31]. (5) Given the product [CH:27]1([NH:31][C:2]2[N:7]=[C:6]3[CH:8]=[N:9][CH:10]=[CH:11][C:5]3=[N:4][C:3]=2[N:12]2[CH2:17][CH2:16][CH:15]([O:18][C:19]3[CH:24]=[CH:23][C:22]([F:25])=[CH:21][C:20]=3[F:26])[CH2:14][CH2:13]2)[CH2:30][CH2:29][CH2:28]1, predict the reactants needed to synthesize it. The reactants are: Cl[C:2]1[N:7]=[C:6]2[CH:8]=[N:9][CH:10]=[CH:11][C:5]2=[N:4][C:3]=1[N:12]1[CH2:17][CH2:16][CH:15]([O:18][C:19]2[CH:24]=[CH:23][C:22]([F:25])=[CH:21][C:20]=2[F:26])[CH2:14][CH2:13]1.[CH:27]1([NH2:31])[CH2:30][CH2:29][CH2:28]1.O.C(#N)C.